This data is from Forward reaction prediction with 1.9M reactions from USPTO patents (1976-2016). The task is: Predict the product of the given reaction. The product is: [F:23][C:24]([F:37])([F:36])[S:25]([O:15][C:9]1[C:10]([C:12](=[O:14])[CH3:13])=[CH:11][C:2]([Cl:1])=[C:3]2[C:8]=1[N:7]=[CH:6][CH:5]=[CH:4]2)(=[O:27])=[O:26]. Given the reactants [Cl:1][C:2]1[CH:11]=[C:10]([C:12](=[O:14])[CH3:13])[C:9]([OH:15])=[C:8]2[C:3]=1[CH:4]=[CH:5][CH:6]=[N:7]2.C(N(CC)CC)C.[F:23][C:24]([F:37])([F:36])[S:25](O[S:25]([C:24]([F:37])([F:36])[F:23])(=[O:27])=[O:26])(=[O:27])=[O:26], predict the reaction product.